Dataset: Catalyst prediction with 721,799 reactions and 888 catalyst types from USPTO. Task: Predict which catalyst facilitates the given reaction. (1) Reactant: [NH:1]1[C:10]2[C:5](=[CH:6][CH:7]=[C:8]([C:11]([O:13][CH3:14])=[O:12])[CH:9]=2)[CH2:4][CH2:3][CH2:2]1.C(=O)(O)[O-].[Cs+].[CH2:20](Br)[CH2:21][CH2:22][CH3:23]. Product: [CH2:20]([N:1]1[C:10]2[C:5](=[CH:6][CH:7]=[C:8]([C:11]([O:13][CH3:14])=[O:12])[CH:9]=2)[CH2:4][CH2:3][CH2:2]1)[CH2:21][CH2:22][CH3:23]. The catalyst class is: 49. (2) The catalyst class is: 2. Product: [Cl:44][CH2:39][C:37]1[CH:38]=[C:13]([C:10]2[N:9]=[C:8]([C:6]3[CH:5]=[CH:4][C:3]([C:21]4[CH:26]=[CH:25][CH:24]=[CH:23][C:22]=4[C:27]([F:30])([F:29])[F:28])=[C:2]([CH3:1])[CH:7]=3)[O:12][N:11]=2)[CH:36]=[CH:34][N:33]=1. Reactant: [CH3:1][C:2]1[CH:7]=[C:6]([C:8]2[O:12][N:11]=[C:10]([C:13]3C=CC(CO)=NC=3)[N:9]=2)[CH:5]=[CH:4][C:3]=1[C:21]1[CH:26]=[CH:25][CH:24]=[CH:23][C:22]=1[C:27]([F:30])([F:29])[F:28].CC[N:33]([CH:37]([CH3:39])[CH3:38])[CH:34]([CH3:36])C.CS([Cl:44])(=O)=O.O. (3) Reactant: F[C:2]1[CH:7]=[CH:6][C:5]([N+:8]([O-:10])=[O:9])=[C:4]([O:11][CH:12]([CH3:14])[CH3:13])[CH:3]=1.C(=O)([O-])[O-].[K+].[K+].[F:21][C:22]1[CH:30]=[CH:29][C:25]([CH2:26][NH:27][CH3:28])=[CH:24][CH:23]=1.O. Product: [F:21][C:22]1[CH:30]=[CH:29][C:25]([CH2:26][N:27]([C:2]2[CH:7]=[CH:6][C:5]([N+:8]([O-:10])=[O:9])=[C:4]([O:11][CH:12]([CH3:14])[CH3:13])[CH:3]=2)[CH3:28])=[CH:24][CH:23]=1. The catalyst class is: 16. (4) Reactant: [C:1]([NH:4][C:5]1[CH:10]=[C:9]([N:11]2[CH:15]=[C:14]([C:16]([NH2:18])=O)[C:13]([C:19]3[CH:24]=[CH:23][CH:22]=[CH:21][C:20]=3[Cl:25])=[N:12]2)[C:8]([CH3:26])=[CH:7][N:6]=1)(=[O:3])[CH3:2].C[N:28]([CH:30](OC)OC)C.C[N:36](C=O)C.O.NN. Product: [Cl:25][C:20]1[CH:21]=[CH:22][CH:23]=[CH:24][C:19]=1[C:13]1[C:14]([C:16]2[N:18]=[CH:30][NH:28][N:36]=2)=[CH:15][N:11]([C:9]2[C:8]([CH3:26])=[CH:7][N:6]=[C:5]([NH:4][C:1](=[O:3])[CH3:2])[CH:10]=2)[N:12]=1. The catalyst class is: 93. (5) Reactant: C(OC([NH:11][CH2:12][CH2:13][C:14]([NH:16][C@@H:17]([CH2:22][CH2:23][CH2:24][CH2:25][NH:26][C:27]([O:29][C:30]([CH3:33])([CH3:32])[CH3:31])=[O:28])[C:18]([O:20][CH3:21])=[O:19])=[O:15])=O)C1C=CC=CC=1.[H][H]. Product: [NH2:11][CH2:12][CH2:13][C:14]([NH:16][C@@H:17]([CH2:22][CH2:23][CH2:24][CH2:25][NH:26][C:27]([O:29][C:30]([CH3:33])([CH3:32])[CH3:31])=[O:28])[C:18]([O:20][CH3:21])=[O:19])=[O:15]. The catalyst class is: 29.